This data is from Catalyst prediction with 721,799 reactions and 888 catalyst types from USPTO. The task is: Predict which catalyst facilitates the given reaction. (1) Reactant: [Cl:1][C:2]1[CH:3]=[CH:4][C:5]([C:18]2[N:22]([CH2:23][CH:24]3[CH2:29][CH2:28][CH2:27][CH2:26][CH2:25]3)[C:21]3[CH:30]=[CH:31][CH:32]=[CH:33][C:20]=3[N:19]=2)=[C:6]([CH2:8][CH2:9][C:10]2[CH:17]=[CH:16][C:13]([C:14]#N)=[CH:12][CH:11]=2)[CH:7]=1.[OH-:34].[K+].C[OH:37]. Product: [Cl:1][C:2]1[CH:3]=[CH:4][C:5]([C:18]2[N:22]([CH2:23][CH:24]3[CH2:29][CH2:28][CH2:27][CH2:26][CH2:25]3)[C:21]3[CH:30]=[CH:31][CH:32]=[CH:33][C:20]=3[N:19]=2)=[C:6]([CH2:8][CH2:9][C:10]2[CH:17]=[CH:16][C:13]([C:14]([OH:37])=[O:34])=[CH:12][CH:11]=2)[CH:7]=1. The catalyst class is: 6. (2) Reactant: [Br:1][C:2]1[CH:7]=[CH:6][CH:5]=[C:4]([CH2:8]Cl)[N:3]=1.[CH2:10]([O:12][C:13](=[O:26])[C:14]([CH3:25])([CH:16]1[CH2:21][CH2:20][N:19]([C:22](=[S:24])[NH2:23])[CH2:18][CH2:17]1)[CH3:15])[CH3:11].[CH3:27]OC(OC)N(C)C.C(N(CC)CC)C. Product: [CH2:10]([O:12][C:13](=[O:26])[C:14]([CH:16]1[CH2:17][CH2:18][N:19]([C:22]2[S:24][C:8]([C:4]3[CH:5]=[CH:6][CH:7]=[C:2]([Br:1])[N:3]=3)=[CH:27][N:23]=2)[CH2:20][CH2:21]1)([CH3:25])[CH3:15])[CH3:11]. The catalyst class is: 8. (3) Reactant: C[Si](C)(C)N[Si](C)(C)C.[Li][CH2:11]CCC.[C:15]([O:19][C:20]([NH:22][C@H:23]([C:29]([O:31][CH3:32])=[O:30])[CH2:24][C:25]([O:27][CH3:28])=[O:26])=[O:21])([CH3:18])([CH3:17])[CH3:16].CI. Product: [C:15]([O:19][C:20]([NH:22][C@H:23]([C:29]([O:31][CH3:32])=[O:30])[CH:24]([CH3:11])[C:25]([O:27][CH3:28])=[O:26])=[O:21])([CH3:17])([CH3:18])[CH3:16]. The catalyst class is: 1. (4) Reactant: C(OC([NH:8][CH2:9][C:10]1[CH:15]=[CH:14][C:13]([S:16]([CH2:19][CH2:20][C:21]([O:23][CH3:24])=[O:22])(=[O:18])=[O:17])=[CH:12][CH:11]=1)=O)(C)(C)C.[ClH:25]. Product: [ClH:25].[NH2:8][CH2:9][C:10]1[CH:15]=[CH:14][C:13]([S:16]([CH2:19][CH2:20][C:21]([O:23][CH3:24])=[O:22])(=[O:18])=[O:17])=[CH:12][CH:11]=1. The catalyst class is: 5. (5) Reactant: [CH:1]1([N:4]([CH2:18][C:19]2[O:23][CH:22]=[C:21]([C:24]([OH:26])=O)[CH:20]=2)[S:5]([C:8]2[C:13]([CH3:14])=[CH:12][C:11]([O:15][CH3:16])=[CH:10][C:9]=2[CH3:17])(=[O:7])=[O:6])[CH2:3][CH2:2]1.CCN=C=NCCCN(C)C.C1C=CC2N(O)N=NC=2C=1.CCN(C(C)C)C(C)C.Cl.Cl.[CH3:59][NH:60][CH2:61][C:62]1[CH:75]=[CH:74][C:65]([CH2:66][N:67]2[CH2:72][CH2:71][CH2:70][CH:69]([OH:73])[CH2:68]2)=[CH:64][CH:63]=1. Product: [CH:1]1([N:4]([CH2:18][C:19]2[O:23][CH:22]=[C:21]([C:24]([N:60]([CH2:61][C:62]3[CH:75]=[CH:74][C:65]([CH2:66][N:67]4[CH2:72][CH2:71][CH2:70][CH:69]([OH:73])[CH2:68]4)=[CH:64][CH:63]=3)[CH3:59])=[O:26])[CH:20]=2)[S:5]([C:8]2[C:9]([CH3:17])=[CH:10][C:11]([O:15][CH3:16])=[CH:12][C:13]=2[CH3:14])(=[O:7])=[O:6])[CH2:3][CH2:2]1. The catalyst class is: 2. (6) Reactant: [NH2:1][C@@H:2]([CH2:11][CH2:12][CH3:13])[CH:3]([OH:10])[C:4]([NH:6][CH:7]1[CH2:9][CH2:8]1)=[O:5].C(Cl)CCl.C1C=CC2N(O)N=NC=2C=1.[CH:28]1([CH2:34][C:35]([NH:37][C@@H:38]([C:60]([CH3:63])([CH3:62])[CH3:61])[C:39]([N:41]2[C@H:56]([C:57](O)=[O:58])[CH2:55][C@:43]3([O:47][C:46](=[O:48])[N:45]([C:49]4[CH:54]=[CH:53][CH:52]=[CH:51][CH:50]=4)[CH2:44]3)[CH2:42]2)=[O:40])=[O:36])[CH2:33][CH2:32][CH2:31][CH2:30][CH2:29]1.CCN(C(C)C)C(C)C.NCCC1N=CNC=1. Product: [CH:28]1([CH2:34][C:35]([NH:37][C@@H:38]([C:60]([CH3:63])([CH3:62])[CH3:61])[C:39]([N:41]2[C@H:56]([C:57]([NH:1][C@@H:2]([CH2:11][CH2:12][CH3:13])[CH:3]([OH:10])[C:4]([NH:6][CH:7]3[CH2:8][CH2:9]3)=[O:5])=[O:58])[CH2:55][C@:43]3([O:47][C:46](=[O:48])[N:45]([C:49]4[CH:50]=[CH:51][CH:52]=[CH:53][CH:54]=4)[CH2:44]3)[CH2:42]2)=[O:40])=[O:36])[CH2:33][CH2:32][CH2:31][CH2:30][CH2:29]1. The catalyst class is: 39. (7) Reactant: [CH3:1][C:2]1[C:11]2[C:6](=[CH:7][CH:8]=[C:9]([C:12]#[N:13])[CH:10]=2)[O:5][C:4](=[O:14])[CH:3]=1.[Li+].C[Si]([N-][Si](C)(C)C)(C)C.[Cl:25][C:26]1[CH:33]=[C:32]([Cl:34])[CH:31]=[CH:30][C:27]=1[CH:28]=[O:29]. Product: [Cl:25][C:26]1[CH:33]=[C:32]([Cl:34])[CH:31]=[CH:30][C:27]=1[CH:28]([OH:29])[CH2:1][C:2]1[C:11]2[C:6](=[CH:7][CH:8]=[C:9]([C:12]#[N:13])[CH:10]=2)[O:5][C:4](=[O:14])[CH:3]=1. The catalyst class is: 1. (8) Reactant: Cl[C:2]1[C:3]2[N:4]([CH:12]=[N:13][N:14]=2)[C:5]2[N:11]=[CH:10][CH:9]=[CH:8][C:6]=2[N:7]=1.[CH3:15][N:16]1[CH2:21][CH2:20][NH:19][CH2:18][CH2:17]1.[NH4+].[Cl-]. Product: [CH3:15][N:16]1[CH2:21][CH2:20][N:19]([C:2]2[C:3]3[N:4]([CH:12]=[N:13][N:14]=3)[C:5]3[N:11]=[CH:10][CH:9]=[CH:8][C:6]=3[N:7]=2)[CH2:18][CH2:17]1. The catalyst class is: 3. (9) Reactant: [C:1]1([C:7]2[S:11][C:10]([CH2:12][O:13][CH2:14][C:15]3[O:19][N:18]=[C:17]([C:20]([O:22]CC)=[O:21])[CH:16]=3)=[CH:9][CH:8]=2)[CH:6]=[CH:5][CH:4]=[CH:3][CH:2]=1.C(O)C.[OH-].[K+]. Product: [C:1]1([C:7]2[S:11][C:10]([CH2:12][O:13][CH2:14][C:15]3[O:19][N:18]=[C:17]([C:20]([OH:22])=[O:21])[CH:16]=3)=[CH:9][CH:8]=2)[CH:2]=[CH:3][CH:4]=[CH:5][CH:6]=1. The catalyst class is: 6. (10) Reactant: [F:1][C:2]([F:15])([F:14])[C:3]1[CH:4]=[N:5][C:6]2[CH:7]=[CH:8][NH:9][C:10](=O)[C:11]=2[CH:12]=1.P(Cl)(Cl)([Cl:18])=O. Product: [Cl:18][C:10]1[N:9]=[CH:8][CH:7]=[C:6]2[C:11]=1[CH:12]=[C:3]([C:2]([F:15])([F:14])[F:1])[CH:4]=[N:5]2. The catalyst class is: 10.